The task is: Predict the reactants needed to synthesize the given product.. This data is from Retrosynthesis with 50K atom-mapped reactions and 10 reaction types from USPTO. (1) Given the product COC(=O)c1ccc(O)cn1, predict the reactants needed to synthesize it. The reactants are: COC(=O)c1ccc(OCc2ccccc2)cn1. (2) Given the product CCOC(=O)C1(NC(=O)c2cccc(C)c2O)Cc2ccccc2C1, predict the reactants needed to synthesize it. The reactants are: CCOC(=O)C1(N)Cc2ccccc2C1.Cc1cccc(C(=O)O)c1O. (3) Given the product CCCNC(=O)C1(CCCCN2CCN(c3nc4ccccc4n3C)CC2)c2ccccc2-c2ccccc21, predict the reactants needed to synthesize it. The reactants are: CCCNC(=O)C1(CCCCBr)c2ccccc2-c2ccccc21.Cn1c(N2CCNCC2)nc2ccccc21. (4) Given the product CN(C)C(=O)c1noc([C@H](CCCC2CCCCC2)CC(=O)OC(C)(C)C)n1, predict the reactants needed to synthesize it. The reactants are: CCOC(=O)c1noc([C@H](CCCC2CCCCC2)CC(=O)OC(C)(C)C)n1.CNC. (5) Given the product CCCCCCCCCCCCC[C@H](CC(N)=O)OS(C)(=O)=O, predict the reactants needed to synthesize it. The reactants are: CCCCCCCCCCCCC[C@@H](O)CC(N)=O.CS(=O)(=O)Cl. (6) The reactants are: COc1ccc2nncc(Cl)c2c1. Given the product Oc1ccc2nncc(Cl)c2c1, predict the reactants needed to synthesize it. (7) Given the product CCCCCCc1ccc(-c2ccc(-c3ncc(C(=O)O)cn3)cc2)cc1, predict the reactants needed to synthesize it. The reactants are: CCCCCCc1ccc(-c2ccc(-c3ncc(C(=O)OCC)cn3)cc2)cc1. (8) Given the product NC1COCCC1N1CCCC1, predict the reactants needed to synthesize it. The reactants are: CC(C)(C)OC(=O)N[C@@H]1COCC[C@H]1N1CCCC1.